Dataset: Forward reaction prediction with 1.9M reactions from USPTO patents (1976-2016). Task: Predict the product of the given reaction. (1) Given the reactants [C:1]([OH:8])(=[O:7])[CH2:2][CH2:3][C:4]([CH3:6])=[O:5].C1CCC(N=C=NC2CCCCC2)CC1.[Si:24]([O:31][CH2:32][C@H:33]1[O:37][C@@H:36]([N:38]2[C:68]3[N:67]=[CH:66][N:65]=[C:42]([NH:43][C:44]([C:59]4[CH:64]=[CH:63][CH:62]=[CH:61][CH:60]=4)([C:53]4[CH:58]=[CH:57][CH:56]=[CH:55][CH:54]=4)[C:45]4[CH:50]=[CH:49][C:48]([O:51][CH3:52])=[CH:47][CH:46]=4)[C:41]=3[N:40]=[CH:39]2)[C@H:35]([OH:69])[C@@H:34]1[O:70][CH3:71])([C:27]([CH3:30])([CH3:29])[CH3:28])([CH3:26])[CH3:25], predict the reaction product. The product is: [C:1]([O:8][C:32](=[O:31])[CH2:33][CH2:34][C:35]([CH3:36])=[O:69])(=[O:7])[CH2:2][CH2:3][C:4]([CH3:6])=[O:5].[Si:24]([O:31][CH2:32][C@H:33]1[O:37][C@@H:36]([N:38]2[C:68]3[N:67]=[CH:66][N:65]=[C:42]([NH:43][C:44]([C:59]4[CH:60]=[CH:61][CH:62]=[CH:63][CH:64]=4)([C:53]4[CH:54]=[CH:55][CH:56]=[CH:57][CH:58]=4)[C:45]4[CH:50]=[CH:49][C:48]([O:51][CH3:52])=[CH:47][CH:46]=4)[C:41]=3[N:40]=[CH:39]2)[C@H:35]([O:7][C:1](=[O:8])[CH2:2][CH2:3][C:4]([CH3:6])=[O:5])[C@@H:34]1[O:70][CH3:71])([C:27]([CH3:29])([CH3:30])[CH3:28])([CH3:25])[CH3:26]. (2) Given the reactants [CH2:1]([N:8]1[C:12](=[O:13])[N:11]([C:14]2[CH:15]=[N:16][N:17]([CH2:19][C:20]3[C:21]([CH3:26])=[N:22][O:23][C:24]=3[CH3:25])[CH:18]=2)[C:10](=[O:27])[NH:9]1)[C:2]1[CH:7]=[CH:6][CH:5]=[CH:4][CH:3]=1.Br[CH2:29][CH3:30].C(=O)([O-])[O-].[Cs+].[Cs+], predict the reaction product. The product is: [CH2:1]([N:8]1[C:12](=[O:13])[N:11]([C:14]2[CH:15]=[N:16][N:17]([CH2:19][C:20]3[C:21]([CH3:26])=[N:22][O:23][C:24]=3[CH3:25])[CH:18]=2)[C:10](=[O:27])[N:9]1[CH2:29][CH3:30])[C:2]1[CH:3]=[CH:4][CH:5]=[CH:6][CH:7]=1. (3) Given the reactants [CH3:1][C:2]1[CH:7]=[CH:6][C:5]([S:8]([O:11][CH2:12][CH:13]2[CH2:17][C:16]3[CH:18]=[CH:19][CH:20]=[C:21](Br)[C:15]=3[O:14]2)(=[O:10])=[O:9])=[CH:4][CH:3]=1.[CH3:23][O:24][C:25]1[CH:30]=[CH:29][C:28](B(O)O)=[CH:27][CH:26]=1.C(=O)([O-])[O-].[K+].[K+].CC1C=CC(S(OCC2CC3C(C4C=CC=CC=4)=CC=CC=3O2)(=O)=O)=CC=1, predict the reaction product. The product is: [CH3:1][C:2]1[CH:7]=[CH:6][C:5]([S:8]([O:11][CH2:12][CH:13]2[CH2:17][C:16]3[CH:18]=[CH:19][CH:20]=[C:21]([C:28]4[CH:29]=[CH:30][C:25]([O:24][CH3:23])=[CH:26][CH:27]=4)[C:15]=3[O:14]2)(=[O:10])=[O:9])=[CH:4][CH:3]=1. (4) The product is: [CH3:1][C:2]1[CH:3]=[C:4]([CH:23]2[CH2:22][C:21]3([CH2:20][CH2:19][N:18]([C:16]([O:15][C:11]([CH3:14])([CH3:13])[CH3:12])=[O:17])[CH2:27][CH2:26]3)[CH2:24]2)[CH:5]=[CH:6][C:7]=1[CH3:8]. Given the reactants [CH3:1][C:2]1[CH:3]=[C:4]([Mg]Cl)[CH:5]=[CH:6][C:7]=1[CH3:8].[C:11]([O:15][C:16]([N:18]1[CH2:27][CH2:26][C:21]2([CH2:24][CH:23](Br)[CH2:22]2)[CH2:20][CH2:19]1)=[O:17])([CH3:14])([CH3:13])[CH3:12].COC1C=C(C2CC3(CCN(C(OC(C)(C)C)=O)CC3)C2)C=CC=1, predict the reaction product. (5) The product is: [Cl:1][C:2]1[CH:3]=[CH:4][C:5]([C:8]2[S:12][C:11]([CH3:13])=[C:10]([CH:14]3[C:15](=[O:29])/[C:16](=[CH:21]/[CH:22]4[CH2:27][CH2:26][O:25][CH2:24][CH2:23]4)/[CH2:17][C:18]3=[O:19])[CH:9]=2)=[CH:6][CH:7]=1. Given the reactants [Cl:1][C:2]1[CH:7]=[CH:6][C:5]([C:8]2[S:12][C:11]([CH3:13])=[C:10]([C:14]3[C:15](=[O:29])[CH:16]([CH:21](O)[CH:22]4[CH2:27][CH2:26][O:25][CH2:24][CH2:23]4)[CH2:17][C:18]=3[O:19]C)[CH:9]=2)=[CH:4][CH:3]=1.Cl, predict the reaction product. (6) Given the reactants [CH3:1][C:2]1[O:6][N:5]=[C:4]([C:7]2[CH:12]=[CH:11][CH:10]=[CH:9][CH:8]=2)[C:3]=1[CH2:13][O:14][C:15]1[CH:23]=[CH:22][C:18]([C:19]([OH:21])=O)=[CH:17][N:16]=1.[OH:24][CH:25]1[CH2:30][CH2:29][NH:28][CH2:27][CH2:26]1, predict the reaction product. The product is: [OH:24][CH:25]1[CH2:30][CH2:29][N:28]([C:19]([C:18]2[CH:17]=[N:16][C:15]([O:14][CH2:13][C:3]3[C:4]([C:7]4[CH:8]=[CH:9][CH:10]=[CH:11][CH:12]=4)=[N:5][O:6][C:2]=3[CH3:1])=[CH:23][CH:22]=2)=[O:21])[CH2:27][CH2:26]1. (7) Given the reactants [CH3:1][C:2]1[C:7]([C:8]([O:10]CC)=[O:9])=[CH:6][N:5]=[C:4]([S:13][CH3:14])[N:3]=1.[Li+].[OH-].CO, predict the reaction product. The product is: [CH3:1][C:2]1[C:7]([C:8]([OH:10])=[O:9])=[CH:6][N:5]=[C:4]([S:13][CH3:14])[N:3]=1.